This data is from Catalyst prediction with 721,799 reactions and 888 catalyst types from USPTO. The task is: Predict which catalyst facilitates the given reaction. (1) Reactant: [F:1][C:2]1[CH:3]=[C:4]([CH:27]=[C:28]([F:30])[CH:29]=1)[CH2:5][C:6]1[CH:7]=[C:8]2[C:12](=[CH:13][CH:14]=1)[NH:11][N:10]=[C:9]2[NH:15][C:16](=[O:26])[C:17]1[CH:22]=[C:21]([CH:23]=O)[CH:20]=[CH:19][C:18]=1[F:25].[CH3:31][N:32]1[CH2:37][CH2:36][NH:35][CH2:34][CH2:33]1.C(O)(=O)C.C(O[BH-](OC(=O)C)OC(=O)C)(=O)C.[Na+].[NH4+].[OH-]. Product: [F:1][C:2]1[CH:3]=[C:4]([CH:27]=[C:28]([F:30])[CH:29]=1)[CH2:5][C:6]1[CH:7]=[C:8]2[C:12](=[CH:13][CH:14]=1)[NH:11][N:10]=[C:9]2[NH:15][C:16](=[O:26])[C:17]1[CH:22]=[C:21]([CH2:23][N:35]2[CH2:36][CH2:37][N:32]([CH3:31])[CH2:33][CH2:34]2)[CH:20]=[CH:19][C:18]=1[F:25]. The catalyst class is: 249. (2) Reactant: [CH2:1]([O:8][C:9]([NH:11][CH2:12][CH:13]1[CH2:16][N:15](C(OC(C)(C)C)=O)[CH2:14]1)=[O:10])[C:2]1[CH:7]=[CH:6][CH:5]=[CH:4][CH:3]=1.Cl. Product: [NH:15]1[CH2:16][CH:13]([CH2:12][NH:11][C:9](=[O:10])[O:8][CH2:1][C:2]2[CH:7]=[CH:6][CH:5]=[CH:4][CH:3]=2)[CH2:14]1. The catalyst class is: 25. (3) Reactant: [N:1]1([C:6]([C@@H:8]2[CH2:13][CH2:12][CH2:11][N:10](C(OC(C)(C)C)=O)[CH2:9]2)=[O:7])[CH2:5][CH2:4][CH2:3][CH2:2]1.[ClH:21].O1CCOCC1. Product: [ClH:21].[NH:10]1[CH2:11][CH2:12][CH2:13][C@@H:8]([C:6]([N:1]2[CH2:2][CH2:3][CH2:4][CH2:5]2)=[O:7])[CH2:9]1. The catalyst class is: 4.